Dataset: TCR-epitope binding with 47,182 pairs between 192 epitopes and 23,139 TCRs. Task: Binary Classification. Given a T-cell receptor sequence (or CDR3 region) and an epitope sequence, predict whether binding occurs between them. (1) The epitope is KAFSPEVIPMF. The TCR CDR3 sequence is CASTLMSGTDTQYF. Result: 1 (the TCR binds to the epitope). (2) The epitope is VLQAVGACV. The TCR CDR3 sequence is CASSPTGTAAYEQYF. Result: 0 (the TCR does not bind to the epitope).